This data is from Full USPTO retrosynthesis dataset with 1.9M reactions from patents (1976-2016). The task is: Predict the reactants needed to synthesize the given product. Given the product [O:1]1[CH2:6][CH2:5][CH2:4][CH2:3][CH:2]1[O:7][NH:8][C:9](=[O:36])[CH2:10][C:11]1([C:20]2[S:21][C:22]([C:25]3[CH:30]=[CH:29][C:28]([C:31]4[O:35][CH:34]=[N:33][CH:32]=4)=[CH:27][CH:26]=3)=[CH:23][CH:24]=2)[S:17](=[O:18])(=[O:19])[CH2:16][CH2:15][N:14]([C:48]([NH:47][CH:44]2[CH2:46][CH2:45]2)=[O:49])[CH2:13][CH2:12]1, predict the reactants needed to synthesize it. The reactants are: [O:1]1[CH2:6][CH2:5][CH2:4][CH2:3][CH:2]1[O:7][NH:8][C:9](=[O:36])[CH2:10][C:11]1([C:20]2[S:21][C:22]([C:25]3[CH:30]=[CH:29][C:28]([C:31]4[O:35][CH:34]=[N:33][CH:32]=4)=[CH:27][CH:26]=3)=[CH:23][CH:24]=2)[S:17](=[O:19])(=[O:18])[CH2:16][CH2:15][NH:14][CH2:13][CH2:12]1.C(N(CC)CC)C.[CH:44]1([NH:47][C:48](OC2C=CC=CC=2)=[O:49])[CH2:46][CH2:45]1.C(OCC)(=O)C.